From a dataset of Cav3 T-type calcium channel HTS with 100,875 compounds. Binary Classification. Given a drug SMILES string, predict its activity (active/inactive) in a high-throughput screening assay against a specified biological target. (1) The drug is OC(=O)Cc1cc2c3c(n(c2cc1)CC)ccc(c3)CC(O)=O. The result is 0 (inactive). (2) The drug is O=C(N1CCN(CC1)c1c(cc(cc1)C)C)CCc1[nH]c2c(n1)cccc2. The result is 1 (active). (3) The drug is S(=O)(=O)(N(Cc1cc2c([nH]c1=O)ccc(c2)C)Cc1occc1)c1c(ccc2nsnc12)C. The result is 0 (inactive). (4) The drug is O1C(CCC1)CNc1nc2CC(CC(=O)c2cn1)(C)C. The result is 0 (inactive). (5) The compound is O=C1CC(CC(NC2CCCCCC2)=C1)(C)C. The result is 0 (inactive). (6) The compound is Fc1ccc(N2CC(CC2=O)C(=O)Nc2c(cccc2)C(OC)=O)cc1. The result is 0 (inactive).